From a dataset of Full USPTO retrosynthesis dataset with 1.9M reactions from patents (1976-2016). Predict the reactants needed to synthesize the given product. (1) Given the product [CH2:1]([C:3]1[C:8](=[O:9])[N:7]2[N:11]=[CH:12][C:13]([C:14]3[CH:15]=[N:16][NH:17][CH:18]=3)=[C:6]2[NH:5][C:4]=1[CH3:27])[CH3:2], predict the reactants needed to synthesize it. The reactants are: [CH2:1]([C:3]1[C:4]([CH3:27])=[N:5][C:6]2[N:7]([N:11]=[CH:12][C:13]=2[C:14]2[CH:15]=[N:16][N:17](COCC[Si](C)(C)C)[CH:18]=2)[C:8]=1[O:9]C)[CH3:2].Cl. (2) Given the product [NH2:9][C:4]1[N:5]=[C:6]([N:16]2[C@H:11]([CH3:10])[CH2:12][CH2:13][C@H:14]([C:17]([OH:19])=[O:18])[CH2:15]2)[CH:7]=[C:2]([C:31]2[CH:32]=[C:33]3[C:28]([CH:27]=[N:26][NH:25]3)=[CH:29][CH:30]=2)[N:3]=1, predict the reactants needed to synthesize it. The reactants are: Cl[C:2]1[CH:7]=[C:6](Cl)[N:5]=[C:4]([NH2:9])[N:3]=1.[CH3:10][C@H:11]1[NH:16][CH2:15][C@@H:14]([C:17]([OH:19])=[O:18])[CH2:13][CH2:12]1.C([O-])(O)=O.[Na+].[NH:25]1[C:33]2[C:28](=[CH:29][CH:30]=[C:31](B3OC(C)(C)C(C)(C)O3)[CH:32]=2)[CH:27]=[N:26]1.